From a dataset of Full USPTO retrosynthesis dataset with 1.9M reactions from patents (1976-2016). Predict the reactants needed to synthesize the given product. (1) Given the product [CH3:1][S:2]([C:5]1[CH:10]=[CH:9][C:8]([C:11]2[C:12]3[N:13]([N:17]=[C:18]([NH:20][C:26]4[CH:27]=[CH:22][CH:23]=[C:24]([CH:28]5[CH2:33][CH2:32][N:31]([CH3:34])[CH2:30][CH2:29]5)[CH:25]=4)[N:19]=3)[CH:14]=[CH:15][CH:16]=2)=[CH:7][CH:6]=1)(=[O:3])=[O:4], predict the reactants needed to synthesize it. The reactants are: [CH3:1][S:2]([C:5]1[CH:10]=[CH:9][C:8]([C:11]2[C:12]3[N:13]([N:17]=[C:18]([NH2:20])[N:19]=3)[CH:14]=[CH:15][CH:16]=2)=[CH:7][CH:6]=1)(=[O:4])=[O:3].Br[C:22]1[CH:23]=[C:24]([CH:28]2[CH2:33][CH2:32][N:31]([CH3:34])[CH2:30][CH2:29]2)[CH:25]=[CH:26][CH:27]=1.Cl.C1(P(C2CCCCC2)C2C=CC=CC=2C2C=CC=CC=2P(C2CCCCC2)C2CCCCC2)CCCCC1. (2) Given the product [F:27][C:22]1[CH:23]=[CH:24][CH:25]=[CH:26][C:21]=1[N:20]1[C:16]([C:11]2[CH:12]=[CH:13][CH:14]=[CH:15][C:10]=2[C:5]2[CH:6]=[CH:7][CH:8]=[CH:9][C:4]=2[O:3][CH2:29][C:30]([O:32][CH3:33])=[O:31])=[N:17][N:18]=[N:19]1, predict the reactants needed to synthesize it. The reactants are: C([O:3][C:4]1[CH:9]=[CH:8][CH:7]=[CH:6][C:5]=1[C:10]1[CH:15]=[CH:14][CH:13]=[CH:12][C:11]=1[C:16]1[N:20]([C:21]2[CH:26]=[CH:25][CH:24]=[CH:23][C:22]=2[F:27])[N:19]=[N:18][N:17]=1)C.Br[CH2:29][C:30]([O:32][CH3:33])=[O:31]. (3) Given the product [CH3:19][C@@H:17]1[CH2:18][N:13]([C:5]2[C:6]([CH:8]3[O:12][CH2:11][CH2:10][O:9]3)=[CH:7][C:2]([CH:38]=[O:39])=[C:3]([F:22])[C:4]=2[F:21])[CH2:14][C@H:15]([CH3:20])[O:16]1, predict the reactants needed to synthesize it. The reactants are: Br[C:2]1[CH:7]=[C:6]([CH:8]2[O:12][CH2:11][CH2:10][O:9]2)[C:5]([N:13]2[CH2:18][C@H:17]([CH3:19])[O:16][C@H:15]([CH3:20])[CH2:14]2)=[C:4]([F:21])[C:3]=1[F:22].CN(C)CCN(C)C.C([Li])(C)(C)C.CN(C)[CH:38]=[O:39]. (4) The reactants are: B1(C)OC(C2C=CC=CC=2)(C2C=CC=CC=2)[C@H]2N1CCC2.B.C1COCC1.[CH3:28][N:29]1[C:37]2[C:32](=[CH:33][C:34]([C:39](=[O:42])[CH2:40][Cl:41])=[CH:35][C:36]=2[Cl:38])[CH2:31][CH2:30]1. Given the product [CH3:28][N:29]1[C:37]2[C:32](=[CH:33][C:34]([C@H:39]([OH:42])[CH2:40][Cl:41])=[CH:35][C:36]=2[Cl:38])[CH2:31][CH2:30]1, predict the reactants needed to synthesize it. (5) Given the product [Cl:1][C:2]1[CH:7]=[CH:6][C:5]([C:8]2[S:9][CH:10]=[C:11]([C:13]3([CH2:20][NH:21][C:34](=[O:35])[C:33]4[CH:37]=[CH:38][CH:39]=[C:31]([C:29]5[S:30][C:26]([C:24](=[O:25])[C:23]([F:22])([F:40])[F:41])=[CH:27][CH:28]=5)[CH:32]=4)[CH2:14][CH2:15][N:16]([CH3:19])[CH2:17][CH2:18]3)[N:12]=2)=[CH:4][CH:3]=1, predict the reactants needed to synthesize it. The reactants are: [Cl:1][C:2]1[CH:7]=[CH:6][C:5]([C:8]2[S:9][CH:10]=[C:11]([C:13]3([CH2:20][NH2:21])[CH2:18][CH2:17][N:16]([CH3:19])[CH2:15][CH2:14]3)[N:12]=2)=[CH:4][CH:3]=1.[F:22][C:23]([F:41])([F:40])[C:24]([C:26]1[S:30][C:29]([C:31]2[CH:32]=[C:33]([CH:37]=[CH:38][CH:39]=2)[C:34](O)=[O:35])=[CH:28][CH:27]=1)=[O:25]. (6) Given the product [NH:21]1[C:20]2[CH:24]=[CH:25][C:17]([C:15]([N:7]3[C@H:6]4[C@H:11]([C:12]5[CH:4]=[C:3]6[O:26][C:29]([CH3:30])=[N:1][C:2]6=[CH:14][C:13]=5[CH2:5]4)[CH2:10][CH2:9][CH2:8]3)=[O:16])=[CH:18][C:19]=2[N:23]=[CH:22]1, predict the reactants needed to synthesize it. The reactants are: [NH2:1][C:2]1[CH:14]=[CH:13][C:12]2[C@@H:11]3[C@@H:6]([N:7]([C:15]([C:17]4[CH:25]=[CH:24][C:20]5[NH:21][CH:22]=[N:23][C:19]=5[CH:18]=4)=[O:16])[CH2:8][CH2:9][CH2:10]3)[CH2:5][C:4]=2[C:3]=1[OH:26].C(OCC)(OCC)O[CH2:29][CH3:30]. (7) Given the product [Si:1]([O:8][CH2:9][C:10]1[N:11]=[N:12][N:13]([CH2:15][Si:16]([CH3:17])([CH3:18])[CH3:19])[C:14]=1[C:26]1[CH:38]=[N:37][C:36]2[C:35]3[CH:34]=[CH:33][C:32]([C:39]([O:41][CH3:42])=[O:40])=[CH:31][C:30]=3[N:29]([C@H:43]([C:50]3[CH:55]=[CH:54][CH:53]=[CH:52][CH:51]=3)[CH:44]3[CH2:49][CH2:48][O:47][CH2:46][CH2:45]3)[C:28]=2[CH:27]=1)([C:4]([CH3:7])([CH3:6])[CH3:5])([CH3:3])[CH3:2], predict the reactants needed to synthesize it. The reactants are: [Si:1]([O:8][CH2:9][C:10]1[N:11]=[N:12][N:13]([CH2:15][Si:16]([CH3:19])([CH3:18])[CH3:17])[CH:14]=1)([C:4]([CH3:7])([CH3:6])[CH3:5])([CH3:3])[CH3:2].[Li]CCCC.Br[C:26]1[CH:38]=[N:37][C:36]2[C:35]3[CH:34]=[CH:33][C:32]([C:39]([O:41][CH3:42])=[O:40])=[CH:31][C:30]=3[N:29]([C@H:43]([C:50]3[CH:55]=[CH:54][CH:53]=[CH:52][CH:51]=3)[CH:44]3[CH2:49][CH2:48][O:47][CH2:46][CH2:45]3)[C:28]=2[CH:27]=1.O. (8) Given the product [C:29]([O:28][C:26]([NH:25][CH:18]([CH:19]1[CH2:20][CH2:21][CH2:22][CH2:23][CH2:24]1)[C:17]([N:16]1[CH:6]2[CH:7]([N:8]([S:10]([CH3:13])(=[O:12])=[O:11])[CH2:9][CH:5]2[C:3]([OH:4])=[O:2])[CH2:14][CH2:15]1)=[O:33])=[O:27])([CH3:32])([CH3:30])[CH3:31], predict the reactants needed to synthesize it. The reactants are: C[O:2][C:3]([CH:5]1[CH2:9][N:8]([S:10]([CH3:13])(=[O:12])=[O:11])[CH:7]2[CH2:14][CH2:15][N:16]([C:17](=[O:33])[CH:18]([NH:25][C:26]([O:28][C:29]([CH3:32])([CH3:31])[CH3:30])=[O:27])[CH:19]3[CH2:24][CH2:23][CH2:22][CH2:21][CH2:20]3)[CH:6]12)=[O:4].[OH-].[Na+]. (9) Given the product [CH3:28][N:18]1[C:19]([C:23]([F:26])([F:25])[F:24])=[CH:20][C:21](=[O:22])[N:16]([C:13]2[CH:14]=[CH:15][C:10]3[S:9][N:8]=[C:7]([C:3]4[N:2]([CH3:1])[CH:6]=[CH:5][CH:4]=4)[C:11]=3[CH:12]=2)[C:17]1=[O:27], predict the reactants needed to synthesize it. The reactants are: [CH3:1][N:2]1[CH:6]=[CH:5][CH:4]=[C:3]1[C:7]1[C:11]2[CH:12]=[C:13]([N:16]3[C:21](=[O:22])[CH:20]=[C:19]([C:23]([F:26])([F:25])[F:24])[NH:18][C:17]3=[O:27])[CH:14]=[CH:15][C:10]=2[S:9][N:8]=1.[C:28](=O)([O-])[O-].[K+].[K+].IC. (10) Given the product [OH:1][C:2]1[CH:3]=[CH:4][C:5]([C:8]([C:10]2[CH:11]=[CH:12][CH:13]=[CH:14][CH:15]=2)=[O:9])=[CH:6][C:7]=1[I:16], predict the reactants needed to synthesize it. The reactants are: [OH:1][C:2]1[CH:7]=[CH:6][C:5]([C:8]([C:10]2[CH:15]=[CH:14][CH:13]=[CH:12][CH:11]=2)=[O:9])=[CH:4][CH:3]=1.[I-:16].[K+].II.Cl.